This data is from Reaction yield outcomes from USPTO patents with 853,638 reactions. The task is: Predict the reaction yield, written as a fraction of the theoretical maximum amount of product (1.0 means a 100% yield; for example, 0.34 means a 34% yield). (1) The reactants are [Br:1][C:2]1[C:7]([CH3:8])=[CH:6][C:5]([NH:9][C:10](=[O:12])[CH3:11])=[C:4]([CH3:13])[CH:3]=1.C(OC(=O)C)(=O)C.C([O-])(=O)C.[K+].C1OCCOCCOCCOCCOCCOC1.[N+:44]([O-])(OCCC(C)C)=O. The catalyst is C(Cl)(Cl)Cl. The product is [C:10]([N:9]1[C:5]2[C:4](=[CH:3][C:2]([Br:1])=[C:7]([CH3:8])[CH:6]=2)[CH:13]=[N:44]1)(=[O:12])[CH3:11]. The yield is 0.750. (2) The reactants are [CH3:1][O:2][C:3](=[O:25])[CH2:4][C:5]1[C:14]([CH3:15])=[C:13](OS(C(F)(F)F)(=O)=O)[C:12]2[C:7](=[CH:8][CH:9]=[C:10]([F:24])[CH:11]=2)[CH:6]=1.C1(P(C2C=CC=CC=2)C2C=CC=CC=2)C=CC=CC=1.[CH3:45][O:46][C:47]1[CH:66]=[CH:65][C:50]([CH2:51][NH:52][S:53]([C:56]2[CH:61]=[CH:60][C:59](B(O)O)=[CH:58][CH:57]=2)(=[O:55])=[O:54])=[CH:49][CH:48]=1.C(=O)([O-])[O-].[Na+].[Na+]. The catalyst is C(COC)OC.C([O-])(=O)C.[Pd+2].C([O-])(=O)C.O. The product is [CH3:1][O:2][C:3](=[O:25])[CH2:4][C:5]1[C:14]([CH3:15])=[C:13]([C:59]2[CH:58]=[CH:57][C:56]([S:53](=[O:54])(=[O:55])[NH:52][CH2:51][C:50]3[CH:49]=[CH:48][C:47]([O:46][CH3:45])=[CH:66][CH:65]=3)=[CH:61][CH:60]=2)[C:12]2[C:7](=[CH:8][CH:9]=[C:10]([F:24])[CH:11]=2)[CH:6]=1. The yield is 0.410. (3) The yield is 0.260. The product is [OH:14][C:13]1[CH:12]=[C:11]([C:10]([O:9][CH2:7][CH3:8])=[O:19])[C:4]2[CH:3]=[N:2][NH:1][C:5]=2[N:6]=1. The reactants are [NH:1]1[C:5]([NH2:6])=[CH:4][CH:3]=[N:2]1.[CH2:7]([O:9][C:10](=[O:19])/[C:11](/[O-])=[CH:12]\[C:13](OCC)=[O:14])[CH3:8].[Na+]. The catalyst is CC(O)=O.O. (4) The yield is 0.410. The reactants are [Br:1][C:2]1[CH:7]=[CH:6][C:5]([C:8]2[CH:13]=[CH:12][C:11](Br)=[CH:10][CH:9]=2)=[CH:4][CH:3]=1.C([Li])CCC.[B:20](OC)([O:23]C)[O:21]C.O.Cl. The catalyst is O1CCCC1. The product is [Br:1][C:2]1[CH:7]=[CH:6][C:5]([C:8]2[CH:13]=[CH:12][C:11]([B:20]([OH:23])[OH:21])=[CH:10][CH:9]=2)=[CH:4][CH:3]=1. (5) The reactants are [CH:1]([N:4]1[C:12]2[CH:11]=[C:10]([C:13]3[NH:17][N:16]=[N:15][N:14]=3)[CH:9]=[C:8]([C:18]([O:20]C)=[O:19])[C:7]=2[C:6]([CH3:22])=[CH:5]1)([CH3:3])[CH3:2].[OH-].[Na+]. The catalyst is CO.O1CCCC1. The product is [CH:1]([N:4]1[C:12]2[CH:11]=[C:10]([C:13]3[NH:17][N:16]=[N:15][N:14]=3)[CH:9]=[C:8]([C:18]([OH:20])=[O:19])[C:7]=2[C:6]([CH3:22])=[CH:5]1)([CH3:3])[CH3:2]. The yield is 1.01. (6) The reactants are [CH2:1]([O:8][C:9]([N:11]1[C:19]2[C:14](=[CH:15][CH:16]=[C:17]([N+:20]([O-])=O)[CH:18]=2)[CH2:13][CH2:12]1)=[O:10])[C:2]1[CH:7]=[CH:6][CH:5]=[CH:4][CH:3]=1.O.O.[Sn](Cl)Cl. The catalyst is C(O)C. The product is [NH2:20][C:17]1[CH:18]=[C:19]2[C:14]([CH2:13][CH2:12][N:11]2[C:9]([O:8][CH2:1][C:2]2[CH:7]=[CH:6][CH:5]=[CH:4][CH:3]=2)=[O:10])=[CH:15][CH:16]=1. The yield is 0.990. (7) The reactants are [OH:1][C:2]1[CH:3]=[C:4]([C:18]([OH:20])=[O:19])[C:5]2[O:9][C:8]([C:10]3[CH:15]=[CH:14][C:13]([OH:16])=[CH:12][CH:11]=3)=[CH:7][C:6]=2[CH:17]=1.Cl.[CH3:22][CH2:23]O. No catalyst specified. The product is [CH2:22]([O:19][C:18]([C:4]1[C:5]2[O:9][C:8]([C:10]3[CH:15]=[CH:14][C:13]([OH:16])=[CH:12][CH:11]=3)=[CH:7][C:6]=2[CH:17]=[C:2]([OH:1])[CH:3]=1)=[O:20])[CH3:23]. The yield is 0.920. (8) The reactants are [CH3:1][O:2][CH:3](OC)[CH2:4]OC.[NH2:9][C:10]1[CH:17]=[C:16]([Br:18])[CH:15]=[CH:14][C:11]=1[CH:12]=O.O.C1(C)C=CC(S(O)(=O)=O)=CC=1. The catalyst is C1(C)C=CC=CC=1. The product is [Br:18][C:16]1[CH:17]=[C:10]2[C:11]([CH:12]=[C:3]([O:2][CH3:1])[CH:4]=[N:9]2)=[CH:14][CH:15]=1. The yield is 0.190. (9) The reactants are Cl[C:2]1[CH:16]=[CH:15][C:5]2[C:6](=[O:14])[NH:7][C:8]3[C:13]([C:4]=2[CH:3]=1)=[CH:12][CH:11]=[CH:10][N:9]=3.C[O:18][C:19]1C=CC(N)=CC=1.C1(P(C2CCCCC2)C2C=CC=CC=2C2C(C(C)C)=CC(C(C)C)=CC=2C(C)C)CCCCC1.C[C:61](C)([O-:63])C.[Na+]. The catalyst is O1CCOCC1.C([O-])(=O)C.[Pd+2].C([O-])(=O)C. The product is [CH3:61][O:63][C:16]1[C:2]([O:18][CH3:19])=[CH:3][C:4]2[C:13]3[C:8](=[N:9][CH:10]=[CH:11][CH:12]=3)[NH:7][C:6](=[O:14])[C:5]=2[CH:15]=1. The yield is 0.430.